From a dataset of Forward reaction prediction with 1.9M reactions from USPTO patents (1976-2016). Predict the product of the given reaction. (1) Given the reactants [Cl:1][C:2]1[CH:3]=[CH:4][C:5]([NH:8][C:9]([C:11]2[CH:16]=[C:15]([Cl:17])[CH:14]=[CH:13][C:12]=2[NH:18][C:19]([C:21]2[CH:26]=[CH:25][C:24]([S:27]([CH3:33])(=[N:29][CH2:30][CH2:31]Br)=[O:28])=[CH:23][CH:22]=2)=[O:20])=[O:10])=[N:6][CH:7]=1.[CH2:34]([NH:36][CH2:37][CH3:38])[CH3:35], predict the reaction product. The product is: [Cl:1][C:2]1[CH:3]=[CH:4][C:5]([NH:8][C:9]([C:11]2[CH:16]=[C:15]([Cl:17])[CH:14]=[CH:13][C:12]=2[NH:18][C:19]([C:21]2[CH:26]=[CH:25][C:24]([S:27]([CH3:33])(=[N:29][CH2:30][CH2:31][N:36]([CH2:37][CH3:38])[CH2:34][CH3:35])=[O:28])=[CH:23][CH:22]=2)=[O:20])=[O:10])=[N:6][CH:7]=1. (2) The product is: [CH2:21]([OH:22])[CH2:20][CH2:19][CH2:18][CH2:17][CH2:16][CH2:15][CH2:14][CH2:13][CH2:12][CH2:11][CH2:10][CH2:9][CH2:8][CH2:7][OH:23]. Given the reactants [H-].[Al+3].[Li+].[H-].[H-].[H-].[C:7]1(=[O:23])[O:22][CH2:21][CH2:20][CH2:19][CH2:18][CH2:17][CH2:16][CH2:15][CH2:14][CH2:13][CH2:12][CH2:11][CH2:10][CH2:9][CH2:8]1.C(C(C(C([O-])=O)O)O)([O-])=O.[Na+].[K+], predict the reaction product. (3) Given the reactants C([N:8]1[CH2:13][CH2:12][N:11]([CH2:14][CH2:15][O:16][C:17]2[CH:22]=[CH:21][C:20]([F:23])=[CH:19][CH:18]=2)[CH2:10][CH:9]1[C:24]([O:26][CH2:27][CH3:28])=[O:25])C1C=CC=CC=1.[H][H], predict the reaction product. The product is: [F:23][C:20]1[CH:19]=[CH:18][C:17]([O:16][CH2:15][CH2:14][N:11]2[CH2:12][CH2:13][NH:8][CH:9]([C:24]([O:26][CH2:27][CH3:28])=[O:25])[CH2:10]2)=[CH:22][CH:21]=1.